Dataset: Reaction yield outcomes from USPTO patents with 853,638 reactions. Task: Predict the reaction yield, written as a fraction of the theoretical maximum amount of product (1.0 means a 100% yield; for example, 0.34 means a 34% yield). (1) The reactants are [CH2:1]([CH:5]1[CH2:9][N:8]([CH:10]2[CH2:15][CH2:14][O:13][CH2:12][CH2:11]2)[C:7](=[O:16])[N:6]1[CH:17]1[CH2:22][CH2:21][NH:20][CH2:19][CH2:18]1)[CH2:2][CH2:3][CH3:4].[CH3:23][O:24][C:25](=[O:42])[C:26]1[CH:31]=[CH:30][C:29]([S:32][C:33]2[CH:38]=[CH:37][C:36]([CH:39]=O)=[C:35]([CH3:41])[N:34]=2)=[CH:28][CH:27]=1.C(O[BH-](OC(=O)C)OC(=O)C)(=O)C.[Na+]. The catalyst is C(Cl)Cl. The product is [CH3:23][O:24][C:25](=[O:42])[C:26]1[CH:31]=[CH:30][C:29]([S:32][C:33]2[CH:38]=[CH:37][C:36]([CH2:39][N:20]3[CH2:19][CH2:18][CH:17]([N:6]4[CH:5]([CH2:1][CH2:2][CH2:3][CH3:4])[CH2:9][N:8]([CH:10]5[CH2:11][CH2:12][O:13][CH2:14][CH2:15]5)[C:7]4=[O:16])[CH2:22][CH2:21]3)=[C:35]([CH3:41])[N:34]=2)=[CH:28][CH:27]=1. The yield is 0.730. (2) The reactants are [Cl-].[Ca+2].[Cl-].[BH4-].[Na+].O1CCCC1.[O:11]=[C:12]([NH:21][C@@H:22]1[CH2:27][CH2:26][CH2:25][CH2:24][C@@H:23]1[C:28]([N:30]1[C@@H:42]2[C@@H:33]([C@H:34]([C:43]3[CH:48]=[CH:47][CH:46]=[CH:45][CH:44]=3)[NH:35][C:36]3[CH:37]=[CH:38][CH:39]=[CH:40][C:41]=32)[CH2:32][CH2:31]1)=[O:29])[CH2:13][CH2:14][CH2:15][CH2:16][C:17](OC)=[O:18]. The catalyst is O.C(O)C. The product is [OH:18][CH2:17][CH2:16][CH2:15][CH2:14][CH2:13][C:12]([NH:21][C@@H:22]1[CH2:27][CH2:26][CH2:25][CH2:24][C@@H:23]1[C:28]([N:30]1[C@@H:42]2[C@@H:33]([C@H:34]([C:43]3[CH:48]=[CH:47][CH:46]=[CH:45][CH:44]=3)[NH:35][C:36]3[CH:37]=[CH:38][CH:39]=[CH:40][C:41]=32)[CH2:32][CH2:31]1)=[O:29])=[O:11]. The yield is 0.920. (3) The catalyst is C1COCC1.CN(C)C1C=CN=CC=1. The reactants are [F:1][C:2]1[CH:7]=[CH:6][C:5]([N:8]2[C:16]3[C:11](=[CH:12][C:13]([CH:17]([C:23]4[CH:28]=[CH:27][CH:26]=[CH:25][CH:24]=4)[C:18]([CH3:22])([CH3:21])[CH2:19][OH:20])=[CH:14][CH:15]=3)[CH:10]=[N:9]2)=[CH:4][CH:3]=1.[C:29](C1NC=CN=1)(C1NC=CN=1)=[O:30].[F:41][C:42]([F:46])([F:45])[CH2:43][NH2:44]. The product is [F:41][C:42]([F:46])([F:45])[CH2:43][NH:44][C:29](=[O:30])[O:20][CH2:19][C:18]([CH3:22])([CH3:21])[CH:17]([C:13]1[CH:12]=[C:11]2[C:16](=[CH:15][CH:14]=1)[N:8]([C:5]1[CH:4]=[CH:3][C:2]([F:1])=[CH:7][CH:6]=1)[N:9]=[CH:10]2)[C:23]1[CH:24]=[CH:25][CH:26]=[CH:27][CH:28]=1. The yield is 0.100. (4) The reactants are [Cl:1][C:2]1[CH:7]=[C:6](/[CH:8]=[CH:9]/[CH:10]([C:15]2[CH:20]=[C:19]([Cl:21])[CH:18]=[C:17]([Cl:22])[CH:16]=2)[C:11]([F:14])([F:13])[F:12])[CH:5]=[CH:4][C:3]=1[CH2:23][NH2:24].[CH2:25]([N:27]=[C:28]=[O:29])[CH3:26]. The catalyst is C(Cl)Cl. The product is [Cl:1][C:2]1[CH:7]=[C:6](/[CH:8]=[CH:9]/[CH:10]([C:15]2[CH:16]=[C:17]([Cl:22])[CH:18]=[C:19]([Cl:21])[CH:20]=2)[C:11]([F:13])([F:14])[F:12])[CH:5]=[CH:4][C:3]=1[CH2:23][NH:24][C:28]([NH:27][CH2:25][CH3:26])=[O:29]. The yield is 0.600. (5) The reactants are [NH:1]1[CH2:6][CH2:5][CH:4]([CH2:7][N:8]2[CH2:13][CH2:12][CH:11]([CH2:14][NH:15][C:16]([C:18]3[C:26]4[N:25]=[C:24]([CH:27]([CH3:29])[CH3:28])[NH:23][C:22]=4[CH:21]=[CH:20][CH:19]=3)=[O:17])[CH2:10][CH2:9]2)[CH2:3][CH2:2]1.C(N(CC)C(C)C)(C)C.[F:39][C:40]1[CH:45]=[CH:44][CH:43]=[CH:42][C:41]=1[N:46]=[C:47]=[O:48]. The catalyst is CN(C)C=O. The product is [F:39][C:40]1[CH:45]=[CH:44][CH:43]=[CH:42][C:41]=1[NH:46][C:47]([N:1]1[CH2:2][CH2:3][CH:4]([CH2:7][N:8]2[CH2:9][CH2:10][CH:11]([CH2:14][NH:15][C:16]([C:18]3[C:26]4[N:25]=[C:24]([CH:27]([CH3:29])[CH3:28])[NH:23][C:22]=4[CH:21]=[CH:20][CH:19]=3)=[O:17])[CH2:12][CH2:13]2)[CH2:5][CH2:6]1)=[O:48]. The yield is 0.220.